Binary Classification. Given a miRNA mature sequence and a target amino acid sequence, predict their likelihood of interaction. From a dataset of Experimentally validated miRNA-target interactions with 360,000+ pairs, plus equal number of negative samples. Result: 0 (no interaction). The miRNA is hsa-miR-6133 with sequence UGAGGGAGGAGGUUGGGUA. The protein sequence of the target gene is MATLSFVFLLLGAVSWPPASASGQEFWPGQSAADILSGAASRRRYLLYDVNPPEGFNLRRDVYIRIASLLKTLLKTEEWVLVLPPWGRLYHWQSPDIHQVRIPWSEFFDLPSLNKNIPVIEYEQFIAESGGPFIDQVYVLQSYAEGWKEGTWEEKVDERPCIDQLLYSQDKHEYYRGWFWGYEETRGLNVSCLSVQGSASIVAPLLLRNTSARSVMLDRAENLLHDHYGGKEYWDTRRSMVFARHLREVGDEFRSRHLNSTDDADRIPFQEDWMKMKVKLGSALGGPYLGVHLRRKDFIW....